Task: Predict the reaction yield, written as a fraction of the theoretical maximum amount of product (1.0 means a 100% yield; for example, 0.34 means a 34% yield).. Dataset: Reaction yield outcomes from USPTO patents with 853,638 reactions (1) The reactants are [Cl-].[Cl-].[Cl-].[Al+3].[Cl-].[Na+].C([O:11][C:12]1[CH:17]=[CH:16][C:15]([Br:18])=[CH:14][CH:13]=1)(=O)C=C. The catalyst is O. The product is [Br:18][C:15]1[CH:14]=[CH:13][C:12]([OH:11])=[C:17]2[C:16]=1[CH2:14][CH2:13][C:12]2=[O:11]. The yield is 0.360. (2) The reactants are [Cl:1][C:2]1[CH:7]=[CH:6][CH:5]=[CH:4][C:3]=1[C:8]1[C:16]2[O:15][CH:14]([CH2:17][OH:18])[CH2:13][C:12]=2[CH:11]=[CH:10][C:9]=1[Cl:19].[C:20]1([CH3:30])[CH:25]=[CH:24][C:23]([S:26](Cl)(=[O:28])=[O:27])=[CH:22][CH:21]=1. No catalyst specified. The product is [CH3:30][C:20]1[CH:25]=[CH:24][C:23]([S:26]([O:18][CH2:17][CH:14]2[CH2:13][C:12]3[CH:11]=[CH:10][C:9]([Cl:19])=[C:8]([C:3]4[CH:4]=[CH:5][CH:6]=[CH:7][C:2]=4[Cl:1])[C:16]=3[O:15]2)(=[O:28])=[O:27])=[CH:22][CH:21]=1. The yield is 0.860.